Dataset: Peptide-MHC class I binding affinity with 185,985 pairs from IEDB/IMGT. Task: Regression. Given a peptide amino acid sequence and an MHC pseudo amino acid sequence, predict their binding affinity value. This is MHC class I binding data. (1) The peptide sequence is ESEVDDPAM. The MHC is HLA-A25:01 with pseudo-sequence YYAMYRNNVAHTDESIAYIRYQDYTWAEWAYRWY. The binding affinity (normalized) is 0.0847. (2) The peptide sequence is EKLKSLFNTV. The MHC is HLA-B15:01 with pseudo-sequence HLA-B15:01. The binding affinity (normalized) is 0.0847.